Dataset: Catalyst prediction with 721,799 reactions and 888 catalyst types from USPTO. Task: Predict which catalyst facilitates the given reaction. Reactant: [O:1]=[C:2]1[N:7]([C:8]2[CH:13]=[CH:12][N:11]=[C:10]([C:14]([F:17])([F:16])[F:15])[CH:9]=2)[C:6]2[CH2:18][CH2:19][C:20](=[O:21])[C:5]=2[CH:4]([C:22]2[CH:29]=[CH:28][C:25]([C:26]#[N:27])=[CH:24][C:23]=2[S:30]([CH3:33])(=[O:32])=[O:31])[NH:3]1.[H-].[Na+].[CH3:36][S:37](Cl)(=[O:39])=[O:38].O. Product: [CH3:33][S:30]([C:23]1[CH:24]=[C:25]([CH:28]=[CH:29][C:22]=1[CH:4]1[N:3]([S:37]([CH3:36])(=[O:39])=[O:38])[C:2](=[O:1])[N:7]([C:8]2[CH:13]=[CH:12][N:11]=[C:10]([C:14]([F:15])([F:17])[F:16])[CH:9]=2)[C:6]2[CH2:18][CH2:19][C:20](=[O:21])[C:5]1=2)[C:26]#[N:27])(=[O:31])=[O:32]. The catalyst class is: 7.